From a dataset of Full USPTO retrosynthesis dataset with 1.9M reactions from patents (1976-2016). Predict the reactants needed to synthesize the given product. (1) Given the product [F:45][C:42]([F:43])([F:44])[C:40]1[CH:39]=[C:5]([CH:4]=[C:3]([C:2]([F:1])([F:46])[F:47])[CH:41]=1)[CH2:6][N:7]([CH2:17][C:18]1[CH:23]=[C:22]([C:24]([F:27])([F:26])[F:25])[CH:21]=[CH:20][C:19]=1[C:28]1[CH:33]=[C:32]([CH:34]([CH3:35])[CH3:36])[CH:31]=[CH:30][C:29]=1[O:37][CH3:38])[C:8]1[N:9]=[CH:10][C:11]([C:14]([NH:78][CH2:77][CH2:76][CH2:75][C:74]([O:73][CH2:71][CH3:72])=[O:79])=[O:15])=[CH:12][N:13]=1, predict the reactants needed to synthesize it. The reactants are: [F:1][C:2]([F:47])([F:46])[C:3]1[CH:4]=[C:5]([CH:39]=[C:40]([C:42]([F:45])([F:44])[F:43])[CH:41]=1)[CH2:6][N:7]([CH2:17][C:18]1[CH:23]=[C:22]([C:24]([F:27])([F:26])[F:25])[CH:21]=[CH:20][C:19]=1[C:28]1[CH:33]=[C:32]([CH:34]([CH3:36])[CH3:35])[CH:31]=[CH:30][C:29]=1[O:37][CH3:38])[C:8]1[N:13]=[CH:12][C:11]([C:14](O)=[O:15])=[CH:10][N:9]=1.Cl.CN(C)CCCN=C=NCC.ON1C2C=CC=CC=2N=N1.Cl.[CH2:71]([O:73][C:74](=[O:79])[CH2:75][CH2:76][CH2:77][NH2:78])[CH3:72].C(=O)(O)[O-].[Na+]. (2) Given the product [N+:5]([C:8]1[CH:14]=[C:13]([O:15][C:16]([F:19])([F:18])[F:17])[CH:12]=[CH:11][C:9]=1[S:2]([Cl:4])(=[O:1])=[O:22])([O-:7])=[O:6], predict the reactants needed to synthesize it. The reactants are: [O:1]=[S:2]([Cl:4])Cl.[N+:5]([C:8]1[CH:14]=[C:13]([O:15][C:16]([F:19])([F:18])[F:17])[CH:12]=[CH:11][C:9]=1N)([O-:7])=[O:6].Cl.N([O-])=[O:22].[Na+]. (3) Given the product [C:5]([O:7][C:8]1[CH:17]=[CH:16][C:15]2[NH:14][C:13](=[O:18])[C:12]3[S:19][CH:20]=[CH:21][C:11]=3[C:10]=2[C:9]=1[C:22]1[CH:27]=[CH:26][C:25]([CH:28]([NH:30][C:31]([O:32][C:33]([CH3:35])([CH3:34])[CH3:36])=[O:37])[CH3:29])=[CH:24][CH:23]=1)(=[O:6])[CH3:38], predict the reactants needed to synthesize it. The reactants are: C(O[C:5]([O:7][C:8]1[CH:17]=[CH:16][C:15]2[NH:14][C:13](=[O:18])[C:12]3[S:19][CH:20]=[CH:21][C:11]=3[C:10]=2[C:9]=1[C:22]1[CH:27]=[CH:26][C:25]([CH:28]([NH:30][C:31](=[O:37])[O:32][C:33]([CH3:36])([CH3:35])[CH3:34])[CH3:29])=[CH:24][CH:23]=1)=[O:6])(C)C.[C:38](OC(=O)C)(=O)C. (4) Given the product [CH:18]1([C:16]([NH:15][C:13]2[N:14]=[C:9]3[CH:8]=[CH:7][C:6]([O:5][C:4]4[CH:21]=[CH:22][C:23]([CH3:24])=[C:2]([NH:1][C:32]([C:28]5[CH:27]=[C:26]([CH3:25])[CH:31]=[CH:30][N:29]=5)=[O:33])[CH:3]=4)=[N:11][N:10]3[CH:12]=2)=[O:17])[CH2:20][CH2:19]1, predict the reactants needed to synthesize it. The reactants are: [NH2:1][C:2]1[CH:3]=[C:4]([CH:21]=[CH:22][C:23]=1[CH3:24])[O:5][C:6]1[CH:7]=[CH:8][C:9]2[N:10]([CH:12]=[C:13]([NH:15][C:16]([CH:18]3[CH2:20][CH2:19]3)=[O:17])[N:14]=2)[N:11]=1.[CH3:25][C:26]1[CH:31]=[CH:30][N:29]=[C:28]([C:32](O)=[O:33])[CH:27]=1.Cl.CN(C)CCCN=C=NCC.ON1C2C=CC=CC=2N=N1.C(N(CC)CC)C. (5) Given the product [CH:1]([OH:3])=[O:2].[C:25]1([CH3:28])[CH:26]=[CH:27][C:22]([N:19]2[CH2:20][CH2:21][N:16]([CH2:15][CH:13]3[CH2:14][C:10]4([CH2:30][CH2:35][CH2:34][CH2:4]4)[C:11](=[O:29])[O:12]3)[CH2:17][CH2:18]2)=[CH:23][CH:24]=1, predict the reactants needed to synthesize it. The reactants are: [CH:1]([OH:3])=[O:2].[C:4]1([C:10]2([C:30]3[CH:35]=[CH:34]C=CC=3)[CH2:14][CH:13]([CH2:15][N:16]3[CH2:21][CH2:20][N:19]([C:22]4[CH:27]=[CH:26][C:25]([CH3:28])=[CH:24][CH:23]=4)[CH2:18][CH2:17]3)[O:12][C:11]2=[O:29])C=CC=CC=1.ICC1CC2(CCCC2)C(=O)O1.ICC1OC(=O)C(C2C=CC=CC=2)(C2C=CC=CC=2)C1. (6) Given the product [F:1][C:2]1[CH:3]=[CH:4][C:5]([C:8]2[C:17]([N:18]([CH:20]([CH3:22])[CH3:21])[CH3:19])=[N:16][C:15]3[C:10](=[CH:11][C:12]([OH:27])=[C:13]([C:23]([OH:25])=[O:24])[CH:14]=3)[N:9]=2)=[CH:6][CH:7]=1, predict the reactants needed to synthesize it. The reactants are: [F:1][C:2]1[CH:7]=[CH:6][C:5]([C:8]2[C:17]([N:18]([CH:20]([CH3:22])[CH3:21])[CH3:19])=[N:16][C:15]3[C:10](=[CH:11][C:12]([OH:27])=[C:13]([C:23]([O:25]C)=[O:24])[CH:14]=3)[N:9]=2)=[CH:4][CH:3]=1.[OH-].[Na+]. (7) Given the product [C:35]([NH:1][C:2]1[S:3][C:4]2[N:5]=[C:6]([N:11]([CH3:31])[C:12]3[CH:13]=[C:14]([NH:18][C:19](=[O:30])[C:20]4[CH:25]=[CH:24][CH:23]=[C:22]([C:26]([F:28])([F:29])[F:27])[CH:21]=4)[CH:15]=[CH:16][CH:17]=3)[N:7]=[CH:8][C:9]=2[N:10]=1)(=[O:36])[CH3:32], predict the reactants needed to synthesize it. The reactants are: [NH2:1][C:2]1[S:3][C:4]2[N:5]=[C:6]([N:11]([CH3:31])[C:12]3[CH:13]=[C:14]([NH:18][C:19](=[O:30])[C:20]4[CH:25]=[CH:24][CH:23]=[C:22]([C:26]([F:29])([F:28])[F:27])[CH:21]=4)[CH:15]=[CH:16][CH:17]=3)[N:7]=[CH:8][C:9]=2[N:10]=1.[CH:32]1([C:35](Cl)=[O:36])CC1.CO.[OH-].[Na+]. (8) Given the product [F:30][C:31]1[CH:32]=[C:33]([CH:34]=[C:35]([F:37])[CH:36]=1)[CH2:38][CH2:39][NH:40][C:2]1[N:7]=[C:6]([C:8]2[CH:9]=[C:10]([CH2:11][N:12]3[CH2:17][CH2:16][NH:15][CH2:14][C@@H:13]3[CH3:25])[CH:26]=[CH:27][C:28]=2[CH3:29])[CH:5]=[CH:4][N:3]=1, predict the reactants needed to synthesize it. The reactants are: Cl[C:2]1[N:7]=[C:6]([C:8]2[CH:9]=[C:10]([CH:26]=[CH:27][C:28]=2[CH3:29])[CH2:11][N:12]2[CH2:17][CH2:16][N:15](C(OC(C)(C)C)=O)[CH2:14][C@@H:13]2[CH3:25])[CH:5]=[CH:4][N:3]=1.[F:30][C:31]1[CH:32]=[C:33]([CH2:38][CH2:39][NH2:40])[CH:34]=[C:35]([F:37])[CH:36]=1. (9) Given the product [Br:8][C:9]1[CH:10]=[C:11]([CH:16]=[C:17]([Br:20])[C:18]=1[Br:19])[CH2:12][N:13]1[CH:3]=[C:2]([C:1]([O:5][CH2:6][CH3:7])=[O:4])[N:15]=[N:14]1, predict the reactants needed to synthesize it. The reactants are: [C:1]([O:5][CH2:6][CH3:7])(=[O:4])[C:2]#[CH:3].[Br:8][C:9]1[CH:10]=[C:11]([CH:16]=[C:17]([Br:20])[C:18]=1[Br:19])[CH2:12][N:13]=[N+:14]=[N-:15].